This data is from Forward reaction prediction with 1.9M reactions from USPTO patents (1976-2016). The task is: Predict the product of the given reaction. (1) Given the reactants Br[C:2]1[CH:7]=[CH:6][C:5]([Br:8])=[CH:4][N:3]=1.[CH2:9]([O:16][C:17]1[CH:22]=[CH:21][C:20](B(O)O)=[CH:19][C:18]=1[F:26])[C:10]1[CH:15]=[CH:14][CH:13]=[CH:12][CH:11]=1.C1(C)C=CC=CC=1.C([O-])([O-])=O.[Na+].[Na+], predict the reaction product. The product is: [CH2:9]([O:16][C:17]1[CH:22]=[CH:21][C:20]([C:2]2[CH:7]=[CH:6][C:5]([Br:8])=[CH:4][N:3]=2)=[CH:19][C:18]=1[F:26])[C:10]1[CH:11]=[CH:12][CH:13]=[CH:14][CH:15]=1. (2) Given the reactants [C:1]([O:5][C:6]([CH:8]1[NH:13][CH2:12][C:11]2[O:14][C:15]([C:17]([O:19]C)=[O:18])=[N:16][C:10]=2[CH2:9]1)=[O:7])([CH3:4])([CH3:3])[CH3:2].O.[OH-].[Li+:23], predict the reaction product. The product is: [C:1]([O:5][C:6]([CH:8]1[NH:13][CH2:12][C:11]2[O:14][C:15]([C:17]([O-:19])=[O:18])=[N:16][C:10]=2[CH2:9]1)=[O:7])([CH3:4])([CH3:2])[CH3:3].[Li+:23].